Predict the product of the given reaction. From a dataset of Forward reaction prediction with 1.9M reactions from USPTO patents (1976-2016). (1) Given the reactants [Cl:1][C:2]1[C:11]2[CH2:10][CH2:9][CH2:8][CH2:7][C:6]=2[C:5](Cl)=[N:4][N:3]=1.[NH2:13][NH2:14].O.CCOC(C)=O, predict the reaction product. The product is: [Cl:1][C:2]1[C:11]2[CH2:10][CH2:9][CH2:8][CH2:7][C:6]=2[C:5]([NH:13][NH2:14])=[N:4][N:3]=1. (2) Given the reactants C[NH+](C)C.[Br-].[Cl-].C(C1C=CC(OCCCCCCOC2C=CC(C(=N)N)=CC=2)=CC=1)(=N)N.S(CCO)([O-])(=O)=O.OC1C=CC(C([O-])=O)=CC=1.C(=O)CCCC=O.Cl[C:58]1[CH:69]=[CH:68][C:61]([O:62][CH2:63][CH:64]([OH:67])[CH2:65]O)=[CH:60][CH:59]=1.C(ONCO)(=O)C.[Na].CCCCCCCCCCCCC[N+](CC1C=CC=CC=1)(C)C.[Cl-], predict the reaction product. The product is: [O:62]([CH2:63][CH:64]([OH:67])[CH3:65])[C:61]1[CH:68]=[CH:69][CH:58]=[CH:59][CH:60]=1. (3) Given the reactants [NH:1]=[C:2]([NH:4][CH2:5][CH2:6][S:7][CH2:8][C@@:9]([CH3:14])([C:11]([OH:13])=[O:12])[NH2:10])[CH3:3].CN(C=O)C.[C:20]([OH:27])(=[O:26])/[CH:21]=[CH:22]\[C:23]([OH:25])=[O:24].O, predict the reaction product. The product is: [C:20]([OH:27])(=[O:26])/[CH:21]=[CH:22]\[C:23]([OH:25])=[O:24].[NH:1]=[C:2]([NH:4][CH2:5][CH2:6][S:7][CH2:8][C@@:9]([CH3:14])([C:11]([OH:13])=[O:12])[NH2:10])[CH3:3].